Dataset: Full USPTO retrosynthesis dataset with 1.9M reactions from patents (1976-2016). Task: Predict the reactants needed to synthesize the given product. (1) The reactants are: C(O[C:6]([N:8](C)[C@H:9]1[CH2:14][CH2:13][C@H:12]([N:15]([CH2:38][CH3:39])[C:16]2[C:17]([CH3:37])=[C:18]([C:33]([O:35][CH3:36])=[O:34])[CH:19]=[C:20]([C:22]3[CH:27]=[CH:26][C:25]([O:28][CH2:29][CH2:30][O:31][CH3:32])=[CH:24][CH:23]=3)[CH:21]=2)[CH2:11][CH2:10]1)=O)(C)(C)C.C(O)(C(F)(F)F)=O.C(=O)(O)[O-].[Na+]. Given the product [CH2:38]([N:15]([C@H:12]1[CH2:11][CH2:10][C@H:9]([NH:8][CH3:6])[CH2:14][CH2:13]1)[C:16]1[C:17]([CH3:37])=[C:18]([C:33]([O:35][CH3:36])=[O:34])[CH:19]=[C:20]([C:22]2[CH:23]=[CH:24][C:25]([O:28][CH2:29][CH2:30][O:31][CH3:32])=[CH:26][CH:27]=2)[CH:21]=1)[CH3:39], predict the reactants needed to synthesize it. (2) Given the product [CH2:24]([O:26][C:27]1[NH:3][C:4]2[CH:5]=[C:6]([O:7][CH2:8][C:9]3[CH:18]=[CH:17][CH:16]=[CH:15][C:10]=3[C:11]([O:13][CH3:14])=[O:12])[CH:19]=[C:20]([CH3:23])[C:21]=2[N:22]=1)[CH3:25], predict the reactants needed to synthesize it. The reactants are: Cl.Cl.[NH2:3][C:4]1[CH:5]=[C:6]([CH:19]=[C:20]([CH3:23])[C:21]=1[NH2:22])[O:7][CH2:8][C:9]1[CH:18]=[CH:17][CH:16]=[CH:15][C:10]=1[C:11]([O:13][CH3:14])=[O:12].[CH2:24]([O:26][C:27](OCC)(OCC)OCC)[CH3:25].